Predict the reaction yield, written as a fraction of the theoretical maximum amount of product (1.0 means a 100% yield; for example, 0.34 means a 34% yield). From a dataset of Reaction yield outcomes from USPTO patents with 853,638 reactions. (1) The reactants are [F:1][C:2]1[CH:7]=[C:6]([F:8])[CH:5]=[CH:4][C:3]=1[C:9]1[N:10]=[C:11]2[CH2:16][CH2:15][CH2:14][N:12]2[CH:13]=1.C1C(=O)N([I:24])C(=O)C1.[O-]S([O-])(=S)=O.[Na+].[Na+]. The catalyst is CN(C=O)C. The product is [F:1][C:2]1[CH:7]=[C:6]([F:8])[CH:5]=[CH:4][C:3]=1[C:9]1[N:10]=[C:11]2[CH2:16][CH2:15][CH2:14][N:12]2[C:13]=1[I:24]. The yield is 0.520. (2) The reactants are [CH3:1][O:2][C:3](=[O:13])[C:4]1[C:9]([CH3:10])=[CH:8][C:7]([Cl:11])=[N:6][C:5]=1Cl.C[O-].[Na+].[C:17](O)(=[O:19])C. The catalyst is C(Cl)Cl. The product is [CH3:1][O:2][C:3](=[O:13])[C:4]1[C:9]([CH3:10])=[CH:8][C:7]([Cl:11])=[N:6][C:5]=1[O:19][CH3:17]. The yield is 0.910. (3) The catalyst is CN(C)C1C=CN=CC=1.ClC1C=CC=CC=1Cl. The yield is 0.310. The reactants are Cl[C:2]1[C:11]2[C:6](=[CH:7][C:8]([O:14][CH3:15])=[C:9]([O:12][CH3:13])[CH:10]=2)[N:5]=[CH:4][CH:3]=1.[CH3:16][C:17]([C:19]1[CH:24]=[CH:23][C:22]([O:25][CH3:26])=[CH:21][C:20]=1[OH:27])=[O:18]. The product is [CH3:13][O:12][C:9]1[CH:10]=[C:11]2[C:6](=[CH:7][C:8]=1[O:14][CH3:15])[N:5]=[CH:4][CH:3]=[C:2]2[O:27][C:20]1[CH:21]=[C:22]([O:25][CH3:26])[CH:23]=[CH:24][C:19]=1[C:17](=[O:18])[CH3:16].